The task is: Binary Classification. Given a miRNA mature sequence and a target amino acid sequence, predict their likelihood of interaction.. This data is from Experimentally validated miRNA-target interactions with 360,000+ pairs, plus equal number of negative samples. (1) The miRNA is hsa-miR-6771-3p with sequence CAAACCCCUGUCUACCCGCAG. The protein sequence of the target gene is MEVCQELRKPALSLECGHCSFRGTDYENVQLHMGSIHPEFCDDMDAGGLGKLIFYQKSAKLFHCHKCFFTSKLYANVYYHITARHAASDKWSEQPKEQPSKDTESGKSPSPPERQNPAFDPAEARPTPALPMEAQKTSPSLCPESQASGPPVLEPQGAGPLISPEPQAPCLPAEASKAAPVPCPERVDPPCELPELEKPERGPSPESVKSALVSSKPPKHSSFADTGAAPSALSPESPVLATSPEPWGPSLSASPESRKPARTASPEPRKPSPAESPELWKPFPAIASEPRRPTPAVSPG.... Result: 0 (no interaction). (2) The miRNA is hsa-miR-3065-3p with sequence UCAGCACCAGGAUAUUGUUGGAG. The protein sequence of the target gene is MDDVPAPTPAPAPPAAAAPRVPFHCSECGKSFRYRSDLRRHFARHTALKPHACPRCGKGFKHSFNLANHLRSHTGERPYRCSACPKGFRDSTGLLHHQVVHTGEKPYCCLVCELRFSSRSSLGRHLKRQHRGVLPSPLQPGPGLPALSAPCSVCCNVGPCSVCGGSGAGGGEGPEGAGAGLGSWGLAEAAAAAAASLPPFACGACARRFDHGRELAAHWAAHTDVKPFKCPRCERDFNAPALLERHKLTHDLQGPGAPPAQAWAAGPGAGPETAGEGTAAEAGDAPLASDRRLLLGPAGG.... Result: 1 (interaction). (3) The miRNA is hsa-miR-605-3p with sequence AGAAGGCACUAUGAGAUUUAGA. The protein sequence of the target gene is MAAANKGNKPRVRSIRFAAGHDAEGSHSHVHFDEKLHDSVVMVTQESDSSFLVKVGFLKILHRYEITFTLPPVHRLSKDVREAPVPSLHLKLLSVVPVPEGYSVKCEYSAHKEGVLKEEILLACEGGTGTCVRVTVQARVMDRHHGTPMLLDGVKCVGAELEYDSEHSDWHGFD. Result: 1 (interaction).